Dataset: Forward reaction prediction with 1.9M reactions from USPTO patents (1976-2016). Task: Predict the product of the given reaction. (1) The product is: [F:15][C:2]1([F:1])[O:14][C:5]2=[CH:6][C:7]3[NH:11][C:10]([NH:12][C:29]([C:27]4[N:28]=[C:24]([NH:23][C:21](=[O:22])[C:20]5[CH:32]=[CH:33][CH:34]=[CH:35][C:19]=5[O:18][C:17]([F:37])([F:36])[F:16])[S:25][CH:26]=4)=[O:30])=[N:9][C:8]=3[CH:13]=[C:4]2[O:3]1. Given the reactants [F:1][C:2]1([F:15])[O:14][C:5]2=[CH:6][C:7]3[NH:11][C:10]([NH2:12])=[N:9][C:8]=3[CH:13]=[C:4]2[O:3]1.[F:16][C:17]([F:37])([F:36])[O:18][C:19]1[CH:35]=[CH:34][CH:33]=[CH:32][C:20]=1[C:21]([NH:23][C:24]1[S:25][CH:26]=[C:27]([C:29](O)=[O:30])[N:28]=1)=[O:22].F[P-](F)(F)(F)(F)F.N1(OC(N(C)C)=[N+](C)C)C2C=CC=CC=2N=N1.C(N(CC)C(C)C)(C)C, predict the reaction product. (2) Given the reactants Br[C:2]1[CH:7]=[CH:6][C:5]([C:8]2[CH:13]=[CH:12][CH:11]=[CH:10][CH:9]=2)=[C:4]([CH2:14][NH:15][CH2:16][C@@H:17]([OH:32])[C@@H:18]([NH:28][C:29](=[O:31])[CH3:30])[CH2:19][C:20]2[CH:25]=[C:24]([F:26])[CH:23]=[C:22]([F:27])[CH:21]=2)[CH:3]=1.P([O-])([O-])([O-])=O.[K+].[K+].[K+].[CH:41](B([CH:41]([CH2:43][CH3:44])[CH3:42])[CH:41]([CH2:43][CH3:44])[CH3:42])([CH2:43][CH3:44])[CH3:42], predict the reaction product. The product is: [CH:41]([C:2]1[CH:7]=[CH:6][C:5]([C:8]2[CH:13]=[CH:12][CH:11]=[CH:10][CH:9]=2)=[C:4]([CH2:14][NH:15][CH2:16][C@@H:17]([OH:32])[C@@H:18]([NH:28][C:29](=[O:31])[CH3:30])[CH2:19][C:20]2[CH:25]=[C:24]([F:26])[CH:23]=[C:22]([F:27])[CH:21]=2)[CH:3]=1)([CH2:43][CH3:44])[CH3:42]. (3) Given the reactants [CH:1]([N:4]1[C:8]([C:9]2[CH2:14][O:13][CH2:12][CH2:11][C:10]=2[CH2:15][O:16][C:17]2[C:25]([CH:26]=[O:27])=[C:24]3[C:20]([CH:21]=[N:22][NH:23]3)=[CH:19][CH:18]=2)=[CH:7][CH:6]=[N:5]1)([CH3:3])[CH3:2].I[CH3:29].[H-].[Na+], predict the reaction product. The product is: [CH:1]([N:4]1[C:8]([C:9]2[CH2:14][O:13][CH2:12][CH2:11][C:10]=2[CH2:15][O:16][C:17]2[CH:18]=[CH:19][C:20]3[C:24]([C:25]=2[CH:26]=[O:27])=[N:23][N:22]([CH3:29])[CH:21]=3)=[CH:7][CH:6]=[N:5]1)([CH3:2])[CH3:3].